From a dataset of Full USPTO retrosynthesis dataset with 1.9M reactions from patents (1976-2016). Predict the reactants needed to synthesize the given product. (1) Given the product [N:36]1([CH2:35][CH2:34][NH:33][C:29]2[N:28]=[C:27]3[NH:26][N:25]=[C:24]([C:20]4[N:19]=[C:18]([NH:17][CH:10]([C:11]5[CH:12]=[CH:13][CH:14]=[CH:15][CH:16]=5)[CH2:9][CH2:8][NH2:7])[CH:23]=[CH:22][CH:21]=4)[C:32]3=[CH:31][N:30]=2)[CH2:41][CH2:40][O:39][CH2:38][CH2:37]1, predict the reactants needed to synthesize it. The reactants are: C(OC(=O)[NH:7][CH2:8][CH2:9][CH:10]([NH:17][C:18]1[CH:23]=[CH:22][CH:21]=[C:20]([C:24]2[C:32]3[C:27](=[N:28][C:29]([NH:33][CH2:34][CH2:35][N:36]4[CH2:41][CH2:40][O:39][CH2:38][CH2:37]4)=[N:30][CH:31]=3)[N:26](COCC[Si](C)(C)C)[N:25]=2)[N:19]=1)[C:11]1[CH:16]=[CH:15][CH:14]=[CH:13][CH:12]=1)(C)(C)C. (2) Given the product [Br:20][C:21]1[CH:22]=[C:23]([C:27]2[O:15][C:13]([CH2:12][N:8]3[C:9]4[C:5](=[C:4]([C:16]([F:19])([F:18])[F:17])[C:3]([C:1]#[N:2])=[CH:11][CH:10]=4)[CH:6]=[CH:7]3)=[N:30][N:29]=2)[CH:24]=[N:25][CH:26]=1, predict the reactants needed to synthesize it. The reactants are: [C:1]([C:3]1[C:4]([C:16]([F:19])([F:18])[F:17])=[C:5]2[C:9](=[CH:10][CH:11]=1)[N:8]([CH2:12][C:13]([OH:15])=O)[CH:7]=[CH:6]2)#[N:2].[Br:20][C:21]1[CH:22]=[C:23]([C:27]([NH:29][NH2:30])=O)[CH:24]=[N:25][CH:26]=1. (3) Given the product [NH:9]1[C:10]2[C:11](=[N:12][CH:13]=[CH:14][CH:15]=2)[C:7]([N:1]2[CH2:2][CH2:3][N:4]([C:28]([O:27][C:24]([CH3:26])([CH3:25])[CH3:23])=[O:29])[CH2:5][CH2:6]2)=[CH:8]1, predict the reactants needed to synthesize it. The reactants are: [N:1]1([C:7]2[C:11]3=[N:12][CH:13]=[CH:14][CH:15]=[C:10]3[NH:9][CH:8]=2)[CH2:6][CH2:5][NH:4][CH2:3][CH2:2]1.CCN(CC)CC.[CH3:23][C:24]([O:27][C:28](O[C:28]([O:27][C:24]([CH3:26])([CH3:25])[CH3:23])=[O:29])=[O:29])([CH3:26])[CH3:25]. (4) Given the product [Cl:21][C:2]1[C:3]([C:14]([O:16][CH2:17][CH3:18])=[O:15])=[CH:4][N:5]=[C:6]([C:8]2[CH:13]=[CH:12][CH:11]=[CH:10][CH:9]=2)[N:7]=1, predict the reactants needed to synthesize it. The reactants are: O=[C:2]1[NH:7][C:6]([C:8]2[CH:13]=[CH:12][CH:11]=[CH:10][CH:9]=2)=[N:5][CH:4]=[C:3]1[C:14]([O:16][CH2:17][CH3:18])=[O:15].P(Cl)(Cl)([Cl:21])=O. (5) Given the product [Br:17][C:18]1[CH:19]=[C:20]([CH:28]=[CH:29][C:30]=1[C:31]1[CH:32]=[N:33][C:34]([O:10][C:3]2[C:4]([CH3:9])=[CH:5][C:6]([Cl:8])=[CH:7][C:2]=2[Cl:1])=[C:35]([Cl:37])[CH:36]=1)[C:21]([NH:23][S:24]([CH3:27])(=[O:26])=[O:25])=[O:22], predict the reactants needed to synthesize it. The reactants are: [Cl:1][C:2]1[CH:7]=[C:6]([Cl:8])[CH:5]=[C:4]([CH3:9])[C:3]=1[OH:10].C(=O)([O-])[O-].[Cs+].[Cs+].[Br:17][C:18]1[CH:19]=[C:20]([CH:28]=[CH:29][C:30]=1[C:31]1[CH:32]=[N:33][C:34](F)=[C:35]([Cl:37])[CH:36]=1)[C:21]([NH:23][S:24]([CH3:27])(=[O:26])=[O:25])=[O:22]. (6) Given the product [CH2:13]([C:17]1[N:18]=[C:19]([CH3:52])[N:20]([C:39]2[CH:40]=[C:41]([C:48]([O:50][CH3:51])=[O:49])[C:42]3[O:46][CH2:45][CH2:44][C:43]=3[CH:47]=2)[C:21](=[O:38])[C:22]=1[CH2:23][C:24]1[CH:29]=[CH:28][C:27]([C:30]2[CH:35]=[CH:34][CH:33]=[CH:32][C:31]=2[C:36]2[NH:3][C:4](=[O:7])[O:6][N:37]=2)=[CH:26][CH:25]=1)[CH2:14][CH2:15][CH3:16], predict the reactants needed to synthesize it. The reactants are: [Cl-].O[NH3+:3].[C:4](=[O:7])([O-:6])O.[Na+].CS(C)=O.[CH2:13]([C:17]1[N:18]=[C:19]([CH3:52])[N:20]([C:39]2[CH:40]=[C:41]([C:48]([O:50][CH3:51])=[O:49])[C:42]3[O:46][CH2:45][CH2:44][C:43]=3[CH:47]=2)[C:21](=[O:38])[C:22]=1[CH2:23][C:24]1[CH:29]=[CH:28][C:27]([C:30]2[CH:35]=[CH:34][CH:33]=[CH:32][C:31]=2[C:36]#[N:37])=[CH:26][CH:25]=1)[CH2:14][CH2:15][CH3:16]. (7) Given the product [F:32][C:5]1[CH:4]=[N:3][C:2]([NH:1][C:33](=[O:35])[CH3:34])=[C:7]2[NH:8][CH:9]=[C:10]([C:11](=[O:31])[C:12](=[O:13])[N:14]3[CH2:15][CH2:16][N:17]([C:20]4[N:24]([C:25]5[CH:30]=[CH:29][CH:28]=[CH:27][CH:26]=5)[N:23]=[N:22][N:21]=4)[CH2:18][CH2:19]3)[C:6]=12, predict the reactants needed to synthesize it. The reactants are: [NH2:1][C:2]1[N:3]=[CH:4][C:5]([F:32])=[C:6]2[C:10]([C:11](=[O:31])[C:12]([N:14]3[CH2:19][CH2:18][N:17]([C:20]4[N:24]([C:25]5[CH:30]=[CH:29][CH:28]=[CH:27][CH:26]=5)[N:23]=[N:22][N:21]=4)[CH2:16][CH2:15]3)=[O:13])=[CH:9][NH:8][C:7]=12.[C:33](Cl)(=[O:35])[CH3:34]. (8) Given the product [CH3:36][S:35][C:32]1[N:31]=[CH:30][C:29]2=[CH:28][CH:27]=[C:26]([C:39]3[CH:40]=[CH:41][CH:42]=[CH:43][C:38]=3[OH:37])[N:34]2[N:33]=1, predict the reactants needed to synthesize it. The reactants are: C1(P(C2C=CC=CC=2)C2C=CC=CC=2)C=CC=CC=1.O1CCCC1.Br[C:26]1[N:34]2[C:29]([CH:30]=[N:31][C:32]([S:35][CH3:36])=[N:33]2)=[CH:28][CH:27]=1.[OH:37][C:38]1[CH:43]=[CH:42][CH:41]=[CH:40][C:39]=1B(O)O.C(=O)([O-])[O-].[Na+].[Na+].C(O)C.